From a dataset of Forward reaction prediction with 1.9M reactions from USPTO patents (1976-2016). Predict the product of the given reaction. (1) Given the reactants Cl[C:2]1[N:3]=[C:4]([O:19][CH2:20][C@H:21]2[C@H:25]([CH3:26])[CH2:24][N:23]([C:27]([O:29][C:30]([CH3:33])([CH3:32])[CH3:31])=[O:28])[CH2:22]2)[C:5]2[CH:10]=[CH:9][N:8]([CH2:11][O:12][CH2:13][CH2:14][Si:15]([CH3:18])([CH3:17])[CH3:16])[C:6]=2[N:7]=1.[CH3:34][N:35]1[CH:39]=[C:38]([NH2:40])[CH:37]=[N:36]1.C([O-])([O-])=O.[Cs+].[Cs+].CC1(C)C2C(=C(P(C3C=CC=CC=3)C3C=CC=CC=3)C=CC=2)OC2C(P(C3C=CC=CC=3)C3C=CC=CC=3)=CC=CC1=2, predict the reaction product. The product is: [CH3:26][C@H:25]1[C@H:21]([CH2:20][O:19][C:4]2[C:5]3[CH:10]=[CH:9][N:8]([CH2:11][O:12][CH2:13][CH2:14][Si:15]([CH3:18])([CH3:17])[CH3:16])[C:6]=3[N:7]=[C:2]([NH:40][C:38]3[CH:37]=[N:36][N:35]([CH3:34])[CH:39]=3)[N:3]=2)[CH2:22][N:23]([C:27]([O:29][C:30]([CH3:33])([CH3:32])[CH3:31])=[O:28])[CH2:24]1. (2) Given the reactants [CH2:24]([O:23][C:21]([NH:20][C:17]([CH3:19])([CH3:18])[CH2:16][S:15][S:15][CH2:16][C:17]([NH:20][C:21]([O:23][CH2:24][C:25]1[CH:30]=[CH:29][CH:28]=[CH:27][CH:26]=1)=[O:22])([CH3:19])[CH3:18])=[O:22])[C:25]1[CH:30]=[CH:29][CH:28]=[CH:27][CH:26]=1.BrN1[C:38](=[O:39])[CH2:37]CC1=O.C(=O)([O-])[OH:42].[Na+], predict the reaction product. The product is: [CH2:24]([O:23][C:21]([NH:20][C:17]([CH3:18])([CH3:19])[CH2:16][S:15]([O:39][CH2:38][CH3:37])=[O:42])=[O:22])[C:25]1[CH:26]=[CH:27][CH:28]=[CH:29][CH:30]=1. (3) Given the reactants [C:1](=[O:65])([O:51][CH:52]([CH2:59][O:60][P:61]([OH:64])([OH:63])=[O:62])[CH2:53][O:54][P:55]([OH:58])([OH:57])=[O:56])[O:2][C@H:3]([C:37]1[CH:42]=[C:41]([C:43]([F:46])([F:45])[F:44])[CH:40]=[C:39]([C:47]([F:50])([F:49])[F:48])[CH:38]=1)[C@@H:4]([N:6](C(OC(C)(C)C)=O)[CH2:7][C:8]1[CH:13]=[C:12]([C:14]([F:17])([F:16])[F:15])[CH:11]=[CH:10][C:9]=1[C:18]1[CH:23]=[C:22]([CH:24]([CH3:26])[CH3:25])[C:21]([F:27])=[CH:20][C:19]=1[O:28][CH3:29])[CH3:5].[ClH:66], predict the reaction product. The product is: [Cl-:66].[F:50][C:47]([F:48])([F:49])[C:39]1[CH:38]=[C:37]([C@H:3]([C@@H:4]([NH2+:6][CH2:7][C:8]2[CH:13]=[C:12]([C:14]([F:17])([F:15])[F:16])[CH:11]=[CH:10][C:9]=2[C:18]2[CH:23]=[C:22]([CH:24]([CH3:25])[CH3:26])[C:21]([F:27])=[CH:20][C:19]=2[O:28][CH3:29])[CH3:5])[O:2][C:1](=[O:65])[O:51][CH:52]([CH2:59][O:60][P:61]([OH:63])([OH:64])=[O:62])[CH2:53][O:54][P:55](=[O:56])([OH:58])[OH:57])[CH:42]=[C:41]([C:43]([F:46])([F:45])[F:44])[CH:40]=1.